Dataset: Catalyst prediction with 721,799 reactions and 888 catalyst types from USPTO. Task: Predict which catalyst facilitates the given reaction. (1) Reactant: [F:1][C:2]1[CH:11]=[CH:10][C:5]([C:6]([O:8][CH3:9])=[O:7])=[C:4]([OH:12])[CH:3]=1.C(=O)([O-])[O-].[K+].[K+].Br[CH:20]1[CH2:24][CH2:23][O:22][C:21]1=[O:25]. Product: [F:1][C:2]1[CH:11]=[CH:10][C:5]([C:6]([O:8][CH3:9])=[O:7])=[C:4]([O:12][CH:20]2[CH2:24][CH2:23][O:22][C:21]2=[O:25])[CH:3]=1. The catalyst class is: 21. (2) Reactant: [Cl:1][C:2]1[N:3]=[C:4](Cl)[C:5]2[N:10]([CH2:11][CH2:12][O:13][CH2:14][CH3:15])[N:9]=[C:8]([C:16]([O:18][CH3:19])=[O:17])[C:6]=2[N:7]=1.[NH2:21][C:22]1[CH:27]=[C:26]([CH3:28])[CH:25]=[CH:24][N:23]=1. Product: [Cl:1][C:2]1[N:3]=[C:4]([NH:21][C:22]2[CH:27]=[C:26]([CH3:28])[CH:25]=[CH:24][N:23]=2)[C:5]2[N:10]([CH2:11][CH2:12][O:13][CH2:14][CH3:15])[N:9]=[C:8]([C:16]([O:18][CH3:19])=[O:17])[C:6]=2[N:7]=1. The catalyst class is: 16. (3) Reactant: [OH:1][CH2:2][CH2:3][CH:4]1[CH2:9][CH2:8][C:7](=[O:10])[CH2:6][CH2:5]1.[AlH4-].[Li+].O.[OH-].[Na+]. Product: [OH:1][CH2:2][CH2:3][CH:4]1[CH2:9][CH2:8][CH:7]([OH:10])[CH2:6][CH2:5]1. The catalyst class is: 332.